From a dataset of Reaction yield outcomes from USPTO patents with 853,638 reactions. Predict the reaction yield, written as a fraction of the theoretical maximum amount of product (1.0 means a 100% yield; for example, 0.34 means a 34% yield). The reactants are [Br:1][C:2]1[N:6]2[CH:7]=[CH:8][N:9]=[C:10](Cl)[C:5]2=[N:4][CH:3]=1.[CH2:12]([NH2:16])[CH:13]([CH3:15])[CH3:14]. The catalyst is C1COCC1. The product is [Br:1][C:2]1[N:6]2[CH:7]=[CH:8][N:9]=[C:10]([NH:16][CH2:12][CH:13]([CH3:15])[CH3:14])[C:5]2=[N:4][CH:3]=1. The yield is 0.910.